This data is from Forward reaction prediction with 1.9M reactions from USPTO patents (1976-2016). The task is: Predict the product of the given reaction. Given the reactants FC(F)(F)C(O)=O.[CH3:8][NH:9][CH2:10][C:11]1[CH:12]=[C:13]([C:17]2[CH:22]=[CH:21][C:20]([CH2:23][CH:24]3[S:28][C:27](=[O:29])[NH:26][C:25]3=[O:30])=[CH:19][CH:18]=2)[CH:14]=[CH:15][CH:16]=1.[O:31]1[C:35]([C:36](Cl)=[O:37])=[CH:34][CH:33]=[N:32]1, predict the reaction product. The product is: [O:29]=[C:27]1[NH:26][C:25](=[O:30])[CH:24]([CH2:23][C:20]2[CH:19]=[CH:18][C:17]([C:13]3[CH:14]=[CH:15][CH:16]=[C:11]([CH2:10][N:9]([CH3:8])[C:36]([C:35]4[O:31][N:32]=[CH:33][CH:34]=4)=[O:37])[CH:12]=3)=[CH:22][CH:21]=2)[S:28]1.